From a dataset of Catalyst prediction with 721,799 reactions and 888 catalyst types from USPTO. Predict which catalyst facilitates the given reaction. (1) Reactant: [CH3:1][C:2](OC(C)=O)=[O:3].[NH2:8][C:9]1[CH:14]=[CH:13][C:12]([CH2:15][CH2:16][CH:17]([CH2:22][CH2:23][CH2:24][C:25]2[CH:30]=[CH:29][CH:28]=[CH:27][CH:26]=2)[C:18]([O:20][CH3:21])=[O:19])=[CH:11][CH:10]=1.CCN(CC)CC.O. Product: [C:2]([NH:8][C:9]1[CH:10]=[CH:11][C:12]([CH2:15][CH2:16][CH:17]([CH2:22][CH2:23][CH2:24][C:25]2[CH:26]=[CH:27][CH:28]=[CH:29][CH:30]=2)[C:18]([O:20][CH3:21])=[O:19])=[CH:13][CH:14]=1)(=[O:3])[CH3:1]. The catalyst class is: 2. (2) Reactant: Cl[C:2]1[N:7]=[C:6]([NH:8][C:9]2[CH:14]=[CH:13][C:12]([O:15][CH2:16][CH3:17])=[CH:11][CH:10]=2)[C:5]([N+:18]([O-:20])=[O:19])=[CH:4][N:3]=1.[N:21]1([CH2:26][CH2:27][N:28]2[CH:32]=[C:31]([NH2:33])[CH:30]=[N:29]2)[CH:25]=[CH:24][CH:23]=[N:22]1.CCN(C(C)C)C(C)C. Product: [N:21]1([CH2:26][CH2:27][N:28]2[CH:32]=[C:31]([NH:33][C:2]3[N:7]=[C:6]([NH:8][C:9]4[CH:14]=[CH:13][C:12]([O:15][CH2:16][CH3:17])=[CH:11][CH:10]=4)[C:5]([N+:18]([O-:20])=[O:19])=[CH:4][N:3]=3)[CH:30]=[N:29]2)[CH:25]=[CH:24][CH:23]=[N:22]1. The catalyst class is: 12.